This data is from Catalyst prediction with 721,799 reactions and 888 catalyst types from USPTO. The task is: Predict which catalyst facilitates the given reaction. (1) Reactant: C[O:2][C:3](=S)[NH:4][C:5]1[CH:6]=[C:7]2[C:11](=[C:12]([C:14]3[S:18][C:17]4[CH:19]=[CH:20][CH:21]=[CH:22][C:16]=4[CH:15]=3)[CH:13]=1)[NH:10][N:9]=[CH:8]2.[N:24]1[CH:29]=[CH:28][CH:27]=[CH:26][C:25]=1[CH2:30][CH2:31][NH2:32]. Product: [S:18]1[C:14]([C:12]2[CH:13]=[C:5]([NH:4][C:3]([NH:32][CH2:31][CH2:30][C:25]3[CH:26]=[CH:27][CH:28]=[CH:29][N:24]=3)=[O:2])[CH:6]=[C:7]3[C:11]=2[NH:10][N:9]=[CH:8]3)=[CH:15][C:16]2[CH:22]=[CH:21][CH:20]=[CH:19][C:17]1=2. The catalyst class is: 8. (2) Reactant: [Cl-].[NH4+:2].C[Al](C)C.CO[C:9](=[O:38])[C:10]1[CH:15]=[CH:14][C:13]([OH:16])=[C:12]([NH:17][C:18](=[O:37])[CH2:19][O:20][C:21]2[CH:26]=[CH:25][C:24]([C:27]34[CH2:36][CH:31]5[CH2:32][CH:33]([CH2:35][CH:29]([CH2:30]5)[CH2:28]3)[CH2:34]4)=[CH:23][CH:22]=2)[CH:11]=1.Cl. Product: [C:27]12([C:24]3[CH:25]=[CH:26][C:21]([O:20][CH2:19][C:18]([NH:17][C:12]4[CH:11]=[C:10]([CH:15]=[CH:14][C:13]=4[OH:16])[C:9]([NH2:2])=[O:38])=[O:37])=[CH:22][CH:23]=3)[CH2:28][CH:29]3[CH2:35][CH:33]([CH2:32][CH:31]([CH2:30]3)[CH2:36]1)[CH2:34]2. The catalyst class is: 11. (3) Reactant: [Cl:1][C:2]1[CH:7]=[CH:6][CH:5]=[CH:4][C:3]=1[C:8]1[O:12][C:11]([C:13]2[C:18]([CH3:19])=[CH:17][N:16]=[C:15]([NH2:20])[CH:14]=2)=[N:10][C:9]=1[C:21]1[N:25](COCC[Si](C)(C)C)[CH:24]=[N:23][N:22]=1.[CH:34]1([C:37](Cl)=[O:38])[CH2:36][CH2:35]1.CO. Product: [Cl:1][C:2]1[CH:7]=[CH:6][CH:5]=[CH:4][C:3]=1[C:8]1[O:12][C:11]([C:13]2[C:18]([CH3:19])=[CH:17][N:16]=[C:15]([NH:20][C:37]([CH:34]3[CH2:36][CH2:35]3)=[O:38])[CH:14]=2)=[N:10][C:9]=1[C:21]1[NH:25][CH:24]=[N:23][N:22]=1. The catalyst class is: 2. (4) Reactant: [CH3:1][C@H:2]1[CH2:6][CH2:5][CH2:4][NH:3]1.O.[C:8]([OH:12])(=[O:11])[CH:9]=O.[S:13]1[CH:17]=[CH:16][C:15](B(O)O)=[CH:14]1.CO. Product: [CH3:1][C@H:2]1[CH2:6][CH2:5][CH2:4][N:3]1[C@@H:9]([C:15]1[CH:16]=[CH:17][S:13][CH:14]=1)[C:8]([OH:12])=[O:11]. The catalyst class is: 2. (5) Reactant: Cl[C:2]([C:4]1[CH:19]=[CH:18][C:7]([CH2:8][C:9]2[CH:14]=[CH:13][C:12]([N+:15]([O-:17])=[O:16])=[CH:11][CH:10]=2)=[CH:6][CH:5]=1)=[O:3].[NH:20]1[CH2:24][CH2:23][CH2:22][CH2:21]1. Product: [N:20]1([C:2]([C:4]2[CH:19]=[CH:18][C:7]([CH2:8][C:9]3[CH:14]=[CH:13][C:12]([N+:15]([O-:17])=[O:16])=[CH:11][CH:10]=3)=[CH:6][CH:5]=2)=[O:3])[CH2:24][CH2:23][CH2:22][CH2:21]1. The catalyst class is: 272. (6) Reactant: [CH3:1][C:2]1[O:6][C:5]([C:7]2[CH:8]=[N:9][NH:10][C:11]=2[NH2:12])=[N:4][CH:3]=1.[Cl:13][C:14]1[CH:19]=[CH:18][C:17]([C:20](=O)[CH2:21][C:22](OCC)=[O:23])=[CH:16][C:15]=1[O:28][CH2:29][C:30]([F:33])([F:32])[F:31].CC1C=CC(S(O)(=O)=O)=CC=1. Product: [Cl:13][C:14]1[CH:19]=[CH:18][C:17]([C:20]2[NH:12][C:11]3[N:10]([N:9]=[CH:8][C:7]=3[C:5]3[O:6][C:2]([CH3:1])=[CH:3][N:4]=3)[C:22](=[O:23])[CH:21]=2)=[CH:16][C:15]=1[O:28][CH2:29][C:30]([F:31])([F:33])[F:32]. The catalyst class is: 114. (7) Reactant: [F:1][C:2]1[C:3]2[CH:4]=[C:5]3[C:14]4[N:15]=[C:16]([C:19]5[C:20]([N:39]([CH3:44])[S:40]([CH3:43])(=[O:42])=[O:41])=[CH:21][C:22]6[O:26][C:25]([C:27]7[CH:32]=[CH:31][C:30]([F:33])=[CH:29][CH:28]=7)=[C:24]([C:34]([NH:36][CH3:37])=[O:35])[C:23]=6[CH:38]=5)[CH:17]=[CH:18][C:13]=4[N:12]=[C:11]([CH3:45])[N:6]3[C:7]=2[CH:8]=[CH:9][CH:10]=1.[BH4-].[Na+].[NH4+].[Cl-]. Product: [F:1][C:2]1[C:3]2[CH:4]=[C:5]3[C:14]4[N:15]=[C:16]([C:19]5[C:20]([N:39]([CH3:44])[S:40]([CH3:43])(=[O:42])=[O:41])=[CH:21][C:22]6[O:26][C:25]([C:27]7[CH:28]=[CH:29][C:30]([F:33])=[CH:31][CH:32]=7)=[C:24]([C:34]([NH:36][CH3:37])=[O:35])[C:23]=6[CH:38]=5)[CH:17]=[CH:18][C:13]=4[NH:12][CH:11]([CH3:45])[N:6]3[C:7]=2[CH:8]=[CH:9][CH:10]=1. The catalyst class is: 36.